Dataset: Full USPTO retrosynthesis dataset with 1.9M reactions from patents (1976-2016). Task: Predict the reactants needed to synthesize the given product. (1) Given the product [C:23]([C:25]1[CH:26]=[CH:27][C:28]([O:1][CH2:2][CH2:3][N:4]([CH2:17][C:18]([F:19])([F:20])[F:21])[C:5]2[CH:12]=[CH:11][C:8]([C:9]#[N:10])=[CH:7][C:6]=2[C:13]([F:15])([F:16])[F:14])=[CH:29][CH:30]=1)(=[O:24])[CH3:22], predict the reactants needed to synthesize it. The reactants are: [OH:1][CH2:2][CH2:3][N:4]([CH2:17][C:18]([F:21])([F:20])[F:19])[C:5]1[CH:12]=[CH:11][C:8]([C:9]#[N:10])=[CH:7][C:6]=1[C:13]([F:16])([F:15])[F:14].[CH3:22][C:23]([C:25]1[CH:26]=[CH:27][C:28](O)=[CH:29][CH:30]=1)=[O:24]. (2) Given the product [C:29]([C:22]1[CH:21]=[C:20]([F:19])[C:25]([O:26][CH3:27])=[C:24]([F:28])[CH:23]=1)#[CH:30], predict the reactants needed to synthesize it. The reactants are: [F-].C([N+](CCCC)(CCCC)CCCC)CCC.[F:19][C:20]1[CH:21]=[C:22]([C:29]#[C:30][Si](C)(C)C)[CH:23]=[C:24]([F:28])[C:25]=1[O:26][CH3:27].